This data is from NCI-60 drug combinations with 297,098 pairs across 59 cell lines. The task is: Regression. Given two drug SMILES strings and cell line genomic features, predict the synergy score measuring deviation from expected non-interaction effect. Drug 1: C(=O)(N)NO. Drug 2: CCC1(CC2CC(C3=C(CCN(C2)C1)C4=CC=CC=C4N3)(C5=C(C=C6C(=C5)C78CCN9C7C(C=CC9)(C(C(C8N6C)(C(=O)OC)O)OC(=O)C)CC)OC)C(=O)OC)O.OS(=O)(=O)O. Cell line: COLO 205. Synergy scores: CSS=3.23, Synergy_ZIP=-1.06, Synergy_Bliss=2.52, Synergy_Loewe=-2.49, Synergy_HSA=-2.87.